Dataset: Full USPTO retrosynthesis dataset with 1.9M reactions from patents (1976-2016). Task: Predict the reactants needed to synthesize the given product. (1) The reactants are: [NH2:1][CH:2]1[CH2:9][CH:8]2[CH:4]([CH2:5][C:6](=[O:10])[CH2:7]2)[CH2:3]1.F[C:12]1[CH:17]=[C:16]([F:18])[CH:15]=[CH:14][C:13]=1[N+:19]([O-:21])=[O:20].C(=O)([O-])[O-].[K+].[K+]. Given the product [F:18][C:16]1[CH:15]=[CH:14][C:13]([N+:19]([O-:21])=[O:20])=[C:12]([NH:1][CH:2]2[CH2:9][CH:8]3[CH:4]([CH2:5][C:6](=[O:10])[CH2:7]3)[CH2:3]2)[CH:17]=1, predict the reactants needed to synthesize it. (2) Given the product [Br:6][C:7]1[CH:8]=[CH:9][CH:10]=[C:11]2[C:16]=1[N:15]=[CH:14][CH:13]=[C:12]2[Cl:3], predict the reactants needed to synthesize it. The reactants are: P(Cl)(Cl)([Cl:3])=O.[Br:6][C:7]1[CH:8]=[CH:9][CH:10]=[C:11]2[C:16]=1[NH:15][CH:14]=[CH:13][C:12]2=O. (3) Given the product [Br:17][CH2:1][N:2]1[C:11]2[C:6](=[CH:7][CH:8]=[CH:9][N:10]=2)[CH:5]=[C:4]([C:12]([O:14][CH3:15])=[O:13])[C:3]1=[O:16], predict the reactants needed to synthesize it. The reactants are: [CH3:1][N:2]1[C:11]2[C:6](=[CH:7][CH:8]=[CH:9][N:10]=2)[CH:5]=[C:4]([C:12]([O:14][CH3:15])=[O:13])[C:3]1=[O:16].[Br:17]N1C(=O)CCC1=O.O. (4) Given the product [Br:19][C:8]1[CH:7]=[CH:6][C:4]([NH2:5])=[C:3]([N+:9]([O-:11])=[O:10])[C:2]=1[F:1], predict the reactants needed to synthesize it. The reactants are: [F:1][C:2]1[C:3]([N+:9]([O-:11])=[O:10])=[C:4]([CH:6]=[CH:7][CH:8]=1)[NH2:5].C1C(=O)N([Br:19])C(=O)C1. (5) Given the product [N+:1]([C:4]1[C:9]([CH3:10])=[CH:8][C:7]([CH3:11])=[C:6]([C:13]([OH:16])=[O:17])[C:5]=1[CH3:12])([O-:3])=[O:2], predict the reactants needed to synthesize it. The reactants are: [N+:1]([C:4]1[C:9]([CH3:10])=[CH:8][C:7]([CH3:11])=[CH:6][C:5]=1[CH3:12])([O-:3])=[O:2].[CH:13]([OH:16])(C)C.[OH2:17]. (6) The reactants are: [CH3:1][C:2]1[CH:7]=[C:6]([C:8]2[C:16]3[C:11](=[CH:12][C:13]([NH:19][C:20](=[O:22])[CH3:21])=[C:14]([CH:17]=C)[CH:15]=3)[N:10]([C:23]([C:36]3[CH:41]=[CH:40][CH:39]=[CH:38][CH:37]=3)([C:30]3[CH:35]=[CH:34][CH:33]=[CH:32][CH:31]=3)[C:24]3[CH:29]=[CH:28][CH:27]=[CH:26][CH:25]=3)[N:9]=2)[CH:5]=[CH:4][N:3]=1.I([O-])(=O)(=O)=[O:43].[Na+]. Given the product [CH:17]([C:14]1[CH:15]=[C:16]2[C:11](=[CH:12][C:13]=1[NH:19][C:20](=[O:22])[CH3:21])[N:10]([C:23]([C:24]1[CH:25]=[CH:26][CH:27]=[CH:28][CH:29]=1)([C:30]1[CH:31]=[CH:32][CH:33]=[CH:34][CH:35]=1)[C:36]1[CH:37]=[CH:38][CH:39]=[CH:40][CH:41]=1)[N:9]=[C:8]2[C:6]1[CH:5]=[CH:4][N:3]=[C:2]([CH3:1])[CH:7]=1)=[O:43], predict the reactants needed to synthesize it. (7) Given the product [CH2:32]([N:22]([CH2:20][CH3:21])[C:23](=[O:31])[C:24]1[CH:29]=[CH:28][C:27]([O:30][C:2]2[N:7]=[C:6]([O:8][C:9]3[CH:14]=[CH:13][C:12]([O:15][CH3:16])=[CH:11][CH:10]=3)[C:5]([N+:17]([O-:19])=[O:18])=[CH:4][N:3]=2)=[CH:26][CH:25]=1)[CH3:33], predict the reactants needed to synthesize it. The reactants are: Cl[C:2]1[N:7]=[C:6]([O:8][C:9]2[CH:14]=[CH:13][C:12]([O:15][CH3:16])=[CH:11][CH:10]=2)[C:5]([N+:17]([O-:19])=[O:18])=[CH:4][N:3]=1.[CH2:20]([N:22]([CH2:32][CH3:33])[C:23](=[O:31])[C:24]1[CH:29]=[CH:28][C:27]([OH:30])=[CH:26][CH:25]=1)[CH3:21].[OH-].[Na+].